This data is from Peptide-MHC class I binding affinity with 185,985 pairs from IEDB/IMGT. The task is: Regression. Given a peptide amino acid sequence and an MHC pseudo amino acid sequence, predict their binding affinity value. This is MHC class I binding data. (1) The peptide sequence is VVYKEAKIK. The MHC is HLA-B08:01 with pseudo-sequence HLA-B08:01. The binding affinity (normalized) is 0.0847. (2) The peptide sequence is PSSDVVAEY. The MHC is HLA-A26:01 with pseudo-sequence HLA-A26:01. The binding affinity (normalized) is 0. (3) The peptide sequence is VMNSNTLLSAW. The MHC is HLA-A02:01 with pseudo-sequence HLA-A02:01. The binding affinity (normalized) is 0.0852. (4) The peptide sequence is NLKDEQFPV. The MHC is HLA-A02:50 with pseudo-sequence HLA-A02:50. The binding affinity (normalized) is 1.00.